From a dataset of Forward reaction prediction with 1.9M reactions from USPTO patents (1976-2016). Predict the product of the given reaction. Given the reactants [CH2:1]([O:3][C:4]1[CH:5]=[CH:6][C:7]2[CH2:8][N:9](C(OC(C)(C)C)=O)[CH2:10][CH2:11][O:12][C:13]=2[N:14]=1)[CH3:2].[ClH:22].C(OCC)(=O)C, predict the reaction product. The product is: [ClH:22].[CH2:1]([O:3][C:4]1[CH:5]=[CH:6][C:7]2[CH2:8][NH:9][CH2:10][CH2:11][O:12][C:13]=2[N:14]=1)[CH3:2].